The task is: Binary Classification. Given a drug SMILES string, predict its activity (active/inactive) in a high-throughput screening assay against a specified biological target.. This data is from Cav3 T-type calcium channel HTS with 100,875 compounds. (1) The compound is O=C1CC(CC(NCc2cccnc2)=C1)(C)C. The result is 0 (inactive). (2) The compound is s1c(CNCCCN2CCOCC2)ccc1. The result is 0 (inactive). (3) The molecule is O=c1[nH]c(=O)[nH]nc1CC(=O)N\N=C\c1cc(O)ccc1. The result is 0 (inactive). (4) The molecule is S(c1n(N)c(nn1)c1cc(OC)c(OC)cc1)CC(=O)Nc1cc(ccc1OC)C. The result is 0 (inactive). (5) The drug is s1c2nc3c(cc2c(N)c1C(=O)Nc1sc(nn1)CC)cc(CC)cc3. The result is 0 (inactive).